This data is from Forward reaction prediction with 1.9M reactions from USPTO patents (1976-2016). The task is: Predict the product of the given reaction. Given the reactants [C:1]([O:5][C:6](=[O:19])[NH:7][C@H:8]1[CH2:13][CH2:12][C@H:11]([O:14][CH2:15][C:16](=O)[NH2:17])[CH2:10][CH2:9]1)([CH3:4])([CH3:3])[CH3:2].C(N(CC)CC)C.ClC(Cl)(Cl)C(Cl)=O, predict the reaction product. The product is: [C:1]([O:5][C:6](=[O:19])[NH:7][C@H:8]1[CH2:13][CH2:12][C@H:11]([O:14][CH2:15][C:16]#[N:17])[CH2:10][CH2:9]1)([CH3:4])([CH3:2])[CH3:3].